Dataset: Full USPTO retrosynthesis dataset with 1.9M reactions from patents (1976-2016). Task: Predict the reactants needed to synthesize the given product. (1) Given the product [CH3:1][N:2]1[CH:6]=[CH:5][C:4]([S:7]([NH2:12])(=[O:9])=[O:8])=[N:3]1, predict the reactants needed to synthesize it. The reactants are: [CH3:1][N:2]1[CH:6]=[CH:5][C:4]([S:7](Cl)(=[O:9])=[O:8])=[N:3]1.[OH-].[NH4+:12]. (2) Given the product [CH2:21]([O:20][CH:16]([O:17][CH2:18][CH3:19])[C:9]1[CH:8]=[CH:7][CH:6]=[C:5]2[C:10]=1[N:1]=[CH:2][CH:3]=[CH:4]2)[CH3:22], predict the reactants needed to synthesize it. The reactants are: [N:1]1[C:10]2[C:5](=[CH:6][CH:7]=[CH:8][C:9]=2C=O)[CH:4]=[CH:3][CH:2]=1.C(O[CH:16]([O:20][CH2:21][CH3:22])[O:17][CH2:18][CH3:19])C.CC1C=CC(S(O)(=O)=O)=CC=1.C([O-])([O-])=O.[K+].[K+]. (3) Given the product [CH3:11][N:9]1[CH2:8][CH2:7][N:6]2[C:2]([C:30]3[CH:35]=[CH:34][CH:33]=[CH:32][CH:31]=3)=[N:3][C:4]([C:12]([NH:14][C@@H:15]([CH2:20][CH:21]([CH3:23])[CH3:22])[C:16]([NH:18][CH3:19])=[O:17])=[O:13])=[C:5]2[CH2:10]1, predict the reactants needed to synthesize it. The reactants are: Br[C:2]1[N:6]2[CH2:7][CH2:8][N:9]([CH3:11])[CH2:10][C:5]2=[C:4]([C:12]([NH:14][C@@H:15]([CH2:20][CH:21]([CH3:23])[CH3:22])[C:16]([NH:18][CH3:19])=[O:17])=[O:13])[N:3]=1.C(=O)([O-])[O-].[K+].[K+].[C:30]1(B(O)O)[CH:35]=[CH:34][CH:33]=[CH:32][CH:31]=1. (4) Given the product [NH2:17][C:8]1[C:7]2[N:6]=[C:5]([CH2:18][CH2:19][O:20][CH3:21])[N:4]([CH2:39][CH2:40][O:41][CH2:42][CH2:43][N:44]3[C:52](=[O:53])[C:51]4[C:46](=[CH:47][CH:48]=[CH:49][CH:50]=4)[C:45]3=[O:54])[C:16]=2[C:15]2[CH:14]=[CH:13][CH:12]=[CH:11][C:10]=2[N:9]=1, predict the reactants needed to synthesize it. The reactants are: NCC[N:4]1[C:16]2[C:15]3[CH:14]=[CH:13][CH:12]=[CH:11][C:10]=3[N:9]=[C:8]([NH2:17])[C:7]=2[N:6]=[C:5]1[CH2:18][CH2:19][O:20][CH3:21].COCCC1N([CH2:39][CH2:40][O:41][CH2:42][CH2:43][N:44]2[C:52](=[O:53])[C:51]3[C:46](=[CH:47][CH:48]=[CH:49][CH:50]=3)[C:45]2=[O:54])C2C3C=CC=CC=3N=CC=2N=1. (5) The reactants are: Cl[C:2]1[N:10]=[C:9]2[C:5]([N:6]([CH2:18][C@H:19]3[CH2:24][CH2:23][C@H:22]([CH3:25])[CH2:21][CH2:20]3)[C:7]([N:11]3[CH2:16][CH2:15][O:14][CH2:13][C@H:12]3[CH3:17])=[N:8]2)=[C:4]([C:26]2[CH:27]=[N:28][CH:29]=[C:30]([Cl:32])[CH:31]=2)[N:3]=1.C[C:34]([N:36](C)C)=O. Given the product [Cl:32][C:30]1[CH:31]=[C:26]([C:4]2[N:3]=[C:2]([C:34]#[N:36])[N:10]=[C:9]3[C:5]=2[N:6]([CH2:18][C@H:19]2[CH2:24][CH2:23][C@H:22]([CH3:25])[CH2:21][CH2:20]2)[C:7]([N:11]2[CH2:16][CH2:15][O:14][CH2:13][C@H:12]2[CH3:17])=[N:8]3)[CH:27]=[N:28][CH:29]=1, predict the reactants needed to synthesize it.